Dataset: CYP3A4 inhibition data for predicting drug metabolism from PubChem BioAssay. Task: Regression/Classification. Given a drug SMILES string, predict its absorption, distribution, metabolism, or excretion properties. Task type varies by dataset: regression for continuous measurements (e.g., permeability, clearance, half-life) or binary classification for categorical outcomes (e.g., BBB penetration, CYP inhibition). Dataset: cyp3a4_veith. (1) The drug is CCCCNc1cc(C(=O)O)cc(S(N)(=O)=O)c1Oc1ccccc1. The result is 0 (non-inhibitor). (2) The molecule is O=C(O)CC[P+](c1ccccc1)(c1ccccc1)c1ccccc1. The result is 0 (non-inhibitor). (3) The result is 1 (inhibitor). The molecule is COc1ccccc1-c1nc(NCc2cccnc2)c2ccccc2n1. (4) The drug is Nc1nc2ccccc2nc1N1CCCC1. The result is 0 (non-inhibitor). (5) The drug is CCOC(=O)c1ccccc1NC(=O)CSc1cccc[n+]1[O-]. The result is 0 (non-inhibitor).